From a dataset of Forward reaction prediction with 1.9M reactions from USPTO patents (1976-2016). Predict the product of the given reaction. Given the reactants [NH2:1][CH:2]([C:5]1[CH:10]=[CH:9][C:8]([C:11]([F:14])([F:13])[F:12])=[CH:7][CH:6]=1)[CH2:3][OH:4].[N:15]([C:18]1[CH:23]=[CH:22][C:21]([C:24]2[N:28]=[CH:27][N:26]([C:29]3[CH:34]=[CH:33][C:32]([C:35]([F:38])([F:37])[F:36])=[CH:31][CH:30]=3)[N:25]=2)=[CH:20][CH:19]=1)=[C:16]=[S:17], predict the reaction product. The product is: [OH:4][CH2:3][CH:2]([NH:1][C:16]([NH:15][C:18]1[CH:23]=[CH:22][C:21]([C:24]2[N:28]=[CH:27][N:26]([C:29]3[CH:34]=[CH:33][C:32]([C:35]([F:38])([F:36])[F:37])=[CH:31][CH:30]=3)[N:25]=2)=[CH:20][CH:19]=1)=[S:17])[C:5]1[CH:6]=[CH:7][C:8]([C:11]([F:12])([F:13])[F:14])=[CH:9][CH:10]=1.